From a dataset of Forward reaction prediction with 1.9M reactions from USPTO patents (1976-2016). Predict the product of the given reaction. (1) Given the reactants [OH:1][C:2]1[CH:7]=[CH:6][CH:5]=[CH:4][C:3]=1[SH:8].CN(C=O)C.C([O-])([O-])=O.[Cs+].[Cs+].Br[CH2:21][CH2:22][CH2:23][OH:24], predict the reaction product. The product is: [OH:24][CH2:23][CH2:22][CH2:21][S:8][C:3]1[CH:4]=[CH:5][CH:6]=[CH:7][C:2]=1[OH:1]. (2) Given the reactants [C:1]([C:3]1[CH:4]=[C:5]([NH:9][C:10](=[O:33])[NH:11][C:12]2[CH:17]=[CH:16][C:15]([S:18]([NH:21][CH2:22][C:23]3[CH:28]=[CH:27][C:26]([S:29](=[O:32])(=[O:31])[NH2:30])=[CH:25][CH:24]=3)(=[O:20])=[O:19])=[CH:14][CH:13]=2)[CH:6]=[CH:7][CH:8]=1)#[N:2].[N:34]1([CH2:40][CH2:41][OH:42])[CH2:39][CH2:38][NH:37][CH2:36][CH2:35]1, predict the reaction product. The product is: [OH:42][CH2:41][CH2:40][N:34]1[CH2:39][CH2:38][N:37]([C:1](=[NH:2])[C:3]2[CH:4]=[C:5]([NH:9][C:10](=[O:33])[NH:11][C:12]3[CH:17]=[CH:16][C:15]([S:18]([NH:21][CH2:22][C:23]4[CH:28]=[CH:27][C:26]([S:29](=[O:31])(=[O:32])[NH2:30])=[CH:25][CH:24]=4)(=[O:20])=[O:19])=[CH:14][CH:13]=3)[CH:6]=[CH:7][CH:8]=2)[CH2:36][CH2:35]1. (3) Given the reactants Cl.[NH2:2][C:3]1([CH2:12][C:13]([OH:15])=[O:14])[CH2:11][C:10]2[C:5](=[CH:6][CH:7]=[CH:8][CH:9]=2)[CH2:4]1.S(Cl)([Cl:18])=O.[CH2:20](O)[CH3:21], predict the reaction product. The product is: [ClH:18].[NH2:2][C:3]1([CH2:12][C:13]([O:15][CH2:20][CH3:21])=[O:14])[CH2:4][C:5]2[C:10](=[CH:9][CH:8]=[CH:7][CH:6]=2)[CH2:11]1.